The task is: Predict the reactants needed to synthesize the given product.. This data is from Full USPTO retrosynthesis dataset with 1.9M reactions from patents (1976-2016). (1) Given the product [F:1][C:2]1[CH:3]=[C:4]([NH2:26])[C:5]([NH:9][CH:10]2[CH2:15][CH2:14][N:13]([C@H:16]3[CH2:21][CH2:20][C@H:19]([O:22][CH2:23][CH2:24][CH3:25])[CH2:18][CH2:17]3)[CH2:12][CH2:11]2)=[CH:6][C:7]=1[CH3:8], predict the reactants needed to synthesize it. The reactants are: [F:1][C:2]1[C:7]([CH3:8])=[CH:6][C:5]([NH:9][CH:10]2[CH2:15][CH2:14][N:13]([C@H:16]3[CH2:21][CH2:20][C@H:19]([O:22][CH2:23][CH2:24][CH3:25])[CH2:18][CH2:17]3)[CH2:12][CH2:11]2)=[C:4]([N+:26]([O-])=O)[CH:3]=1.O.NN. (2) Given the product [OH:1][CH2:2][CH:3]([NH:6][NH:7][C:8]([O:10][C:11]([CH3:14])([CH3:13])[CH3:12])=[O:9])[CH2:4][OH:5], predict the reactants needed to synthesize it. The reactants are: [OH:1][CH2:2][C:3](=[N:6][NH:7][C:8]([O:10][C:11]([CH3:14])([CH3:13])[CH3:12])=[O:9])[CH2:4][OH:5].B.C1COCC1.